Dataset: Cav3 T-type calcium channel HTS with 100,875 compounds. Task: Binary Classification. Given a drug SMILES string, predict its activity (active/inactive) in a high-throughput screening assay against a specified biological target. (1) The drug is O(c1cc(NC(=O)c2nccnc2C(O)=O)cc(OC)c1)C. The result is 0 (inactive). (2) The result is 0 (inactive). The compound is O=C(CN1CCC(CC1)C)c1c2c([nH]c1C)cccc2. (3) The compound is O(CCn1c2c(n(c(=O)[nH]c2=O)C)nc1NC)C. The result is 0 (inactive). (4) The drug is s1c(c(c2c1ncnc2SCC(=O)NC(=O)NCc1occc1)C)C. The result is 0 (inactive). (5) The molecule is Fc1ccc(OCC(=N/NC(=O)c2c(Oc3ccccc3)nccc2)/N)cc1. The result is 0 (inactive). (6) The drug is O=c1nc(N2CCN(CC2)C(c2ccccc2)c2ccccc2)[nH]c(c1C)C. The result is 0 (inactive). (7) The compound is O(P(=O)(C(O)c1ccncc1)c1ccc(N(C)C)cc1)C(C)C. The result is 0 (inactive). (8) The molecule is O=C(N(CCC(OC)=O)c1ncccc1)C1C2CC3CC1CC(C2)C3. The result is 0 (inactive). (9) The molecule is S(=O)(=O)(N1C(CCc2c1ccc(F)c2)C)c1c([nH]c(=O)[nH]c1=O)C. The result is 0 (inactive). (10) The drug is S(=O)(=O)(N(CC(=O)N1CCc2c(C1)cccc2)c1ccc(OC)cc1)c1c(n(nc1C)C)C. The result is 0 (inactive).